From a dataset of Full USPTO retrosynthesis dataset with 1.9M reactions from patents (1976-2016). Predict the reactants needed to synthesize the given product. (1) Given the product [Cl:11][C:12]1[CH:17]=[CH:16][C:15]([CH:4]([C:3]2[C:2]([F:1])=[N:9][CH:8]=[CH:7][C:6]=2[I:10])[OH:5])=[CH:14][CH:13]=1, predict the reactants needed to synthesize it. The reactants are: [F:1][C:2]1[N:9]=[CH:8][CH:7]=[C:6]([I:10])[C:3]=1[CH:4]=[O:5].[Cl:11][C:12]1[CH:17]=[CH:16][C:15]([Mg]Br)=[CH:14][CH:13]=1. (2) Given the product [F:1][C:2]1[C:7]([F:8])=[CH:6][CH:5]=[CH:4][C:3]=1[C:9]1[N:17]=[C:12]2[CH:13]=[N:14][N:15]([CH2:19][C:20]3[O:24][N:23]=[C:22]([C:25]4[CH:30]=[CH:29][N:28]=[CH:27][C:26]=4[F:31])[CH:21]=3)[CH:16]=[C:11]2[N:10]=1, predict the reactants needed to synthesize it. The reactants are: [F:1][C:2]1[C:7]([F:8])=[CH:6][CH:5]=[CH:4][C:3]=1[C:9]1[N:17]=[C:12]2[CH:13]=[N:14][NH:15][CH:16]=[C:11]2[N:10]=1.Cl[CH2:19][C:20]1[O:24][N:23]=[C:22]([C:25]2[CH:30]=[CH:29][N:28]=[CH:27][C:26]=2[F:31])[CH:21]=1. (3) Given the product [Br:12][C:9]1[CH:10]=[CH:11][C:2]([NH:1][C:27](=[O:28])[CH2:26][C:20]2[CH:25]=[CH:24][CH:23]=[CH:22][CH:21]=2)=[C:3]([CH:8]=1)[C:4]([O:6][CH3:7])=[O:5], predict the reactants needed to synthesize it. The reactants are: [NH2:1][C:2]1[CH:11]=[CH:10][C:9]([Br:12])=[CH:8][C:3]=1[C:4]([O:6][CH3:7])=[O:5].CCN(CC)CC.[C:20]1([CH2:26][C:27](Cl)=[O:28])[CH:25]=[CH:24][CH:23]=[CH:22][CH:21]=1.C([O-])([O-])=O.[K+].[K+]. (4) Given the product [F:1][C:2]1[CH:3]=[CH:4][CH:5]=[C:6]2[C:10]=1[N:9]([C@H:11]1[C:15]3[CH:16]=[CH:17][CH:18]=[CH:19][C:14]=3[O:13][C@@H:12]1[CH2:20][NH:21][CH3:34])[CH2:8][C:7]2([CH3:36])[CH3:35], predict the reactants needed to synthesize it. The reactants are: [F:1][C:2]1[CH:3]=[CH:4][CH:5]=[C:6]2[C:10]=1[N:9]([C@H:11]1[C:15]3[CH:16]=[CH:17][CH:18]=[CH:19][C:14]=3[O:13][C@@H:12]1[CH2:20][N:21]([CH3:34])S(C1C=CC=CC=1[N+]([O-])=O)(=O)=O)[CH2:8][C:7]2([CH3:36])[CH3:35].C(=O)([O-])[O-].[K+].[K+].C1(S)C=CC=CC=1.[Cl-].[NH4+]. (5) Given the product [ClH:23].[ClH:52].[C:24]1([CH:16]([N:13]2[CH2:14][CH2:15][N:10]([CH2:9][CH2:8][O:7][CH2:6][C:5]([OH:30])=[O:36])[CH2:11][CH2:12]2)[C:17]2[CH:18]=[CH:19][C:20]([Cl:23])=[CH:21][CH:22]=2)[CH:29]=[CH:28][CH:27]=[CH:26][CH:25]=1, predict the reactants needed to synthesize it. The reactants are: Cl.Cl.CN(C)[C:5](=[O:30])[CH2:6][O:7][CH2:8][CH2:9][N:10]1[CH2:15][CH2:14][N:13]([CH:16]([C:24]2[CH:29]=[CH:28][CH:27]=[CH:26][CH:25]=2)[C:17]2[CH:22]=[CH:21][C:20]([Cl:23])=[CH:19][CH:18]=2)[CH2:12][CH2:11]1.CN(C)C(=O)C[O:36]CCN1CCN(C(C2C=CC=CC=2)C2C=CC([Cl:52])=CC=2)CC1.